This data is from Full USPTO retrosynthesis dataset with 1.9M reactions from patents (1976-2016). The task is: Predict the reactants needed to synthesize the given product. (1) Given the product [CH3:1][O:2][C:3]1[CH:4]=[C:5]([CH2:9][CH2:10][CH2:11][CH2:12][C:13]([OH:15])=[O:14])[CH:6]=[CH:7][CH:8]=1, predict the reactants needed to synthesize it. The reactants are: [CH3:1][O:2][C:3]1[CH:4]=[C:5]([CH2:9][CH2:10][CH2:11][CH2:12][C:13]([O:15]CC)=[O:14])[CH:6]=[CH:7][CH:8]=1.[OH-].[Na+]. (2) Given the product [CH2:1]([O:3][C:4]1[C:8]([CH2:9][CH2:10][CH2:11][O:12][C:24]2[C:28]([CH2:29][C:30]([OH:32])=[O:31])=[CH:27][N:26]([C:34]3[CH:39]=[CH:38][CH:37]=[CH:36][CH:35]=3)[N:25]=2)=[CH:7][N:6]([C:13]2[CH:18]=[CH:17][C:16]([C:19]([F:21])([F:20])[F:22])=[CH:15][N:14]=2)[N:5]=1)[CH3:2], predict the reactants needed to synthesize it. The reactants are: [CH2:1]([O:3][C:4]1[C:8]([CH2:9][CH2:10][CH2:11][OH:12])=[CH:7][N:6]([C:13]2[CH:18]=[CH:17][C:16]([C:19]([F:22])([F:21])[F:20])=[CH:15][N:14]=2)[N:5]=1)[CH3:2].O[C:24]1[C:28]([CH2:29][C:30]([O:32]C)=[O:31])=[CH:27][N:26]([C:34]2[CH:39]=[CH:38][CH:37]=[CH:36][CH:35]=2)[N:25]=1.C(P(CCCC)CCCC)CCC.N(C(N1CCCCC1)=O)=NC(N1CCCCC1)=O. (3) Given the product [CH3:23][C:19]1[C:20]([N:1]2[CH2:6][CH2:5][CH2:4][C@H:3]([NH2:7])[CH2:2]2)=[N:21][C:16]([N:39]2[C:33]3[CH:32]=[C:31]([C:29]4[CH:28]=[N:27][CH:26]=[C:25]([CH3:24])[N:30]=4)[N:36]=[CH:35][C:34]=3[CH:37]=[N:38]2)=[CH:17][CH:18]=1, predict the reactants needed to synthesize it. The reactants are: [NH:1]1[CH2:6][CH2:5][CH2:4][C@H:3]([NH:7]C(=O)OC(C)(C)C)[CH2:2]1.Br[C:16]1[N:21]=[C:20](F)[C:19]([CH3:23])=[CH:18][CH:17]=1.[CH3:24][C:25]1[N:30]=[C:29]([C:31]2[N:36]=[CH:35][C:34]3[CH:37]=[N:38][NH:39][C:33]=3[CH:32]=2)[CH:28]=[N:27][CH:26]=1. (4) Given the product [O:4]1[CH:12]=[CH:11][CH:1]=[C:2]1[C:3]1[N:20]=[C:19]([NH2:28])[C:18]2[CH:17]=[C:16]([CH3:21])[S:15][C:14]=2[N:13]=1, predict the reactants needed to synthesize it. The reactants are: [CH3:1][C:2](C)([O-:4])[CH3:3].[K+].O1[CH2:12][CH2:11]OCC1.[NH2:13][C:14]1[S:15][C:16]([CH3:21])=[CH:17][C:18]=1[C:19]#[N:20].O1C=CC=C1C#[N:28]. (5) Given the product [OH:28][C@@H:26]([C@H:22]1[C:21](=[O:29])[N:20]2[C@@H:23]1[C@@H:24]([CH3:25])[C:18]([S:17][C:14]1[S:15][CH:16]=[C:12]([C:9]3[C@@H:8]([CH2:36][OH:37])[NH:7][CH2:11][CH:10]=3)[N:13]=1)=[C:19]2[C:30]([OH:32])=[O:31])[CH3:27], predict the reactants needed to synthesize it. The reactants are: C(OC([N:7]1[CH2:11][CH:10]=[C:9]([C:12]2[N:13]=[C:14]([S:17][C:18]3[C@H:24]([CH3:25])[C@H:23]4[N:20]([C:21](=[O:29])[C@@H:22]4[C@H:26]([OH:28])[CH3:27])[C:19]=3[C:30]([O:32]CC=C)=[O:31])[S:15][CH:16]=2)[C@H:8]1[CH2:36][OH:37])=O)C=C.C(O)(=O)C.C([SnH](CCCC)CCCC)CCC.P([O-])([O-])([O-])=O.